The task is: Predict the reactants needed to synthesize the given product.. This data is from Full USPTO retrosynthesis dataset with 1.9M reactions from patents (1976-2016). (1) Given the product [CH3:26][C@@H:16]1[CH2:21][C@H:20]([O:9][S:8]([C:5]2[CH:6]=[CH:7][C:2]([CH3:11])=[CH:3][CH:4]=2)=[O:10])[C@@H:19]([CH:22]([CH3:24])[CH3:23])[CH2:18][CH2:17]1, predict the reactants needed to synthesize it. The reactants are: [Na].[C:2]1([CH3:11])[CH:7]=[CH:6][C:5]([S:8]([OH:10])=[O:9])=[CH:4][CH:3]=1.S(Cl)(Cl)=O.[CH:16]1([CH3:26])[CH2:21][CH2:20][CH:19]([CH:22]([CH3:24])[CH3:23])[CH:18](O)[CH2:17]1. (2) Given the product [I:1][C:2]1[CH:3]=[CH:4][C:5](/[C:8](/[C:12]2[CH:13]=[CH:14][C:15]([S:18][CH3:19])=[CH:16][CH:17]=2)=[CH:9]\[CH2:10][O:11][C:30]2[CH:29]=[CH:28][C:22]([O:23][CH2:24][C:25]([O:27][CH3:57])=[O:26])=[C:21]([CH3:20])[CH:31]=2)=[CH:6][CH:7]=1, predict the reactants needed to synthesize it. The reactants are: [I:1][C:2]1[CH:7]=[CH:6][C:5](/[C:8](/[C:12]2[CH:17]=[CH:16][C:15]([S:18][CH3:19])=[CH:14][CH:13]=2)=[CH:9]\[CH2:10][OH:11])=[CH:4][CH:3]=1.[CH3:20][C:21]1[CH:31]=[C:30](OC/C=C(/C2C=CC(C#CCN3CCOCC3)=CC=2)\C2C=CC=CC=2)[CH:29]=[CH:28][C:22]=1[O:23][CH2:24][C:25]([OH:27])=[O:26].[C:57]1(P(C2C=CC=CC=2)C2C=CC=CC=2)C=CC=CC=1.N(C(OC(C)C)=O)=NC(OC(C)C)=O. (3) Given the product [NH2:29][C:28]1[C:4]([NH:3][CH2:1][CH3:2])=[CH:5][C:6]([C:32]([F:33])([F:34])[F:35])=[C:7]([CH:27]=1)[C:8]([N:10]([CH:24]([CH3:25])[CH3:26])[C@@H:11]1[CH2:16][CH2:15][CH2:14][N:13]([C:17]([O:19][C:20]([CH3:23])([CH3:21])[CH3:22])=[O:18])[CH2:12]1)=[O:9], predict the reactants needed to synthesize it. The reactants are: [CH2:1]([NH:3][C:4]1[C:28]([N+:29]([O-])=O)=[CH:27][C:7]([C:8]([N:10]([CH:24]([CH3:26])[CH3:25])[C@@H:11]2[CH2:16][CH2:15][CH2:14][N:13]([C:17]([O:19][C:20]([CH3:23])([CH3:22])[CH3:21])=[O:18])[CH2:12]2)=[O:9])=[C:6]([C:32]([F:35])([F:34])[F:33])[CH:5]=1)[CH3:2]. (4) Given the product [NH:12]([C:2]1[CH:9]=[CH:8][C:5]([C:6]#[N:7])=[C:4]([CH3:10])[N:3]=1)[NH2:13], predict the reactants needed to synthesize it. The reactants are: Cl[C:2]1[CH:9]=[CH:8][C:5]([C:6]#[N:7])=[C:4]([CH3:10])[N:3]=1.O.[NH2:12][NH2:13].O. (5) Given the product [CH3:1][C:2]1([CH2:7][CH2:8][CH:9]=[C:10]([CH3:12])[CH3:11])[CH2:4][CH:3]1[CH2:5][NH:6][C:16](=[O:17])[O:15][CH2:13][CH3:14], predict the reactants needed to synthesize it. The reactants are: [CH3:1][C:2]1([CH2:7][CH2:8][CH:9]=[C:10]([CH3:12])[CH3:11])[CH2:4][CH:3]1[CH2:5][NH2:6].[CH2:13]([O:15][C:16](Cl)=[O:17])[CH3:14].C(N(CC)CC)C. (6) Given the product [C:24]1([C:9]2([C:18]3[CH:19]=[CH:20][CH:21]=[CH:22][CH:23]=3)[C:10]3[C:15](=[CH:14][CH:13]=[CH:12][CH:11]=3)[CH2:16][CH2:17][NH:8]2)[CH:25]=[CH:26][CH:27]=[CH:28][CH:29]=1, predict the reactants needed to synthesize it. The reactants are: C([N:8]1[CH2:17][CH2:16][C:15]2[C:10](=[CH:11][CH:12]=[CH:13][CH:14]=2)[C:9]1([C:24]1[CH:29]=[CH:28][CH:27]=[CH:26][CH:25]=1)[C:18]1[CH:23]=[CH:22][CH:21]=[CH:20][CH:19]=1)C1C=CC=CC=1.